This data is from Forward reaction prediction with 1.9M reactions from USPTO patents (1976-2016). The task is: Predict the product of the given reaction. The product is: [P:45]([CH2:44][O:1][CH2:2][CH2:3][N:4]1[CH:12]=[N:11][C:10]2[C:5]1=[N:6][CH:7]=[N:8][C:9]=2[NH2:13])([OH:52])([OH:49])=[O:46]. Given the reactants [OH:1][CH2:2][CH2:3][N:4]1[CH:12]=[N:11][C:10]2[C:5]1=[N:6][CH:7]=[N:8][C:9]=2[NH2:13].CC(C)[O-].[Mg+2].CC(C)[O-].CC(C)([O-])C.[Mg+2].CC(C)([O-])C.C1(C)C=CC(S(O[CH2:44][P:45](=[O:52])([O:49]CC)[O:46]CC)(=O)=O)=CC=1.Br[Si](C)(C)C, predict the reaction product.